This data is from Full USPTO retrosynthesis dataset with 1.9M reactions from patents (1976-2016). The task is: Predict the reactants needed to synthesize the given product. (1) Given the product [CH:33]1([CH2:36][N:17]2[C:18]3[C:14](=[CH:13][C:12]([C:10]([N:7]4[CH2:8][CH2:9][N:4]([CH:1]([CH3:3])[CH3:2])[CH2:5][CH2:6]4)=[O:11])=[CH:20][CH:19]=3)[CH:15]=[C:16]2[C:21]([N:23]2[CH2:24][CH2:25][N:26]([S:29]([CH3:32])(=[O:30])=[O:31])[CH2:27][CH2:28]2)=[O:22])[CH2:35][CH2:34]1, predict the reactants needed to synthesize it. The reactants are: [CH:1]([N:4]1[CH2:9][CH2:8][N:7]([C:10]([C:12]2[CH:13]=[C:14]3[C:18](=[CH:19][CH:20]=2)[NH:17][C:16]([C:21]([N:23]2[CH2:28][CH2:27][N:26]([S:29]([CH3:32])(=[O:31])=[O:30])[CH2:25][CH2:24]2)=[O:22])=[CH:15]3)=[O:11])[CH2:6][CH2:5]1)([CH3:3])[CH3:2].[CH:33]1([CH2:36]Br)[CH2:35][CH2:34]1. (2) Given the product [OH:1][CH:2]1[CH2:23][N:22]([S:33]([C:28]2[CH:29]=[CH:30][CH:31]=[CH:32][C:27]=2[O:26][C:25]([F:24])([F:37])[F:38])(=[O:35])=[O:34])[CH2:21][CH2:20][C:3]21[C:7](=[O:8])[N:6]([C:9]1[CH:14]=[CH:13][C:12]([O:15][C:16]([F:19])([F:17])[F:18])=[CH:11][CH:10]=1)[CH2:5][CH2:4]2, predict the reactants needed to synthesize it. The reactants are: [OH:1][CH:2]1[CH2:23][NH:22][CH2:21][CH2:20][C:3]21[C:7](=[O:8])[N:6]([C:9]1[CH:14]=[CH:13][C:12]([O:15][C:16]([F:19])([F:18])[F:17])=[CH:11][CH:10]=1)[CH2:5][CH2:4]2.[F:24][C:25]([F:38])([F:37])[O:26][C:27]1[CH:32]=[CH:31][CH:30]=[CH:29][C:28]=1[S:33](Cl)(=[O:35])=[O:34]. (3) Given the product [NH:34]1[CH:35]=[C:31]([CH2:30][CH2:29][O:1][C:2]2[CH:3]=[C:4]3[C:9](=[CH:10][CH:11]=2)[C:8](=[O:12])[C:7](=[C:13]([C:15]2[CH:20]=[CH:19][CH:18]=[CH:17][CH:16]=2)[CH3:14])[CH2:6][CH2:5]3)[N:32]=[CH:33]1, predict the reactants needed to synthesize it. The reactants are: [OH:1][C:2]1[CH:3]=[C:4]2[C:9](=[CH:10][CH:11]=1)[C:8](=[O:12])[C:7](=[C:13]([C:15]1[CH:20]=[CH:19][CH:18]=[CH:17][CH:16]=1)[CH3:14])[CH2:6][CH2:5]2.C([O-])([O-])=O.[K+].[K+].Br.Br[CH2:29][CH2:30][C:31]1[N:32]=[CH:33][NH:34][CH:35]=1. (4) Given the product [OH:38][CH2:37][C@H:33]([NH:32][C:28]([C:26]1[NH:27][C:23]([C:8]2[CH:9]=[C:10]([O:12][Si:13]([CH:14]([CH3:15])[CH3:16])([CH:20]([CH3:22])[CH3:21])[CH:17]([CH3:18])[CH3:19])[CH:11]=[C:6]([O:5][C@@H:4]([CH3:31])[CH2:3][O:2][CH3:1])[CH:7]=2)=[CH:24][CH:25]=1)=[O:29])[C@@H:34]([OH:35])[CH3:36], predict the reactants needed to synthesize it. The reactants are: [CH3:1][O:2][CH2:3][C@H:4]([CH3:31])[O:5][C:6]1[CH:7]=[C:8]([C:23]2[NH:27][C:26]([C:28](O)=[O:29])=[CH:25][CH:24]=2)[CH:9]=[C:10]([O:12][Si:13]([CH:20]([CH3:22])[CH3:21])([CH:17]([CH3:19])[CH3:18])[CH:14]([CH3:16])[CH3:15])[CH:11]=1.[NH2:32][C@@H:33]([CH2:37][OH:38])[C@H:34]([CH3:36])[OH:35].[Cl-].COC1N=C(OC)N=C([N+]2(C)CCOCC2)N=1. (5) Given the product [CH2:17]([O:19][C:20]([C:22]1([CH2:37][O:38][S:7]([C:4]2[CH:5]=[CH:6][C:1]([CH3:11])=[CH:2][CH:3]=2)(=[O:9])=[O:8])[CH2:26][CH2:25][N:24]([C:27](=[O:36])[C:28]2[CH:29]=[CH:30][C:31]([O:34][CH3:35])=[CH:32][CH:33]=2)[CH2:23]1)=[O:21])[CH3:18], predict the reactants needed to synthesize it. The reactants are: [C:1]1([CH3:11])[CH:6]=[CH:5][C:4]([S:7](Cl)(=[O:9])=[O:8])=[CH:3][CH:2]=1.Cl.CN(C)C.[CH2:17]([O:19][C:20]([C:22]1([CH2:37][OH:38])[CH2:26][CH2:25][N:24]([C:27](=[O:36])[C:28]2[CH:33]=[CH:32][C:31]([O:34][CH3:35])=[CH:30][CH:29]=2)[CH2:23]1)=[O:21])[CH3:18].C(N(CC)CC)C. (6) Given the product [CH:1]1([CH2:6][CH:7]([C:18]2[NH:28][C:21]3=[N:22][C:23]([O:26][CH3:27])=[CH:24][CH:25]=[C:20]3[CH:19]=2)[C:8]2[CH:9]=[CH:10][C:11]([S:14]([CH3:17])(=[O:16])=[O:15])=[CH:12][CH:13]=2)[CH2:5][CH2:4][CH2:3][CH2:2]1, predict the reactants needed to synthesize it. The reactants are: [CH:1]1([CH:6]=[C:7]([C:18]2[NH:28][C:21]3=[N:22][C:23]([O:26][CH3:27])=[CH:24][CH:25]=[C:20]3[CH:19]=2)[C:8]2[CH:13]=[CH:12][C:11]([S:14]([CH3:17])(=[O:16])=[O:15])=[CH:10][CH:9]=2)[CH2:5][CH2:4][CH2:3][CH2:2]1. (7) Given the product [O:16]1[CH:17]=[CH:18][CH:19]=[C:15]1[N:3]1[CH2:4][C@:5]2([CH:10]3[CH2:11][CH2:12][N:7]([CH2:8][CH2:9]3)[CH2:6]2)[O:1][C:2]1=[O:13], predict the reactants needed to synthesize it. The reactants are: [O:1]1[C@@:5]2([CH:10]3[CH2:11][CH2:12][N:7]([CH2:8][CH2:9]3)[CH2:6]2)[CH2:4][NH:3][C:2]1=[O:13].Br[C:15]1[O:16][CH:17]=[CH:18][CH:19]=1.